This data is from Forward reaction prediction with 1.9M reactions from USPTO patents (1976-2016). The task is: Predict the product of the given reaction. (1) Given the reactants [CH3:1][NH2:2].F[C:4]1[CH:13]=[CH:12][C:7]([C:8]([O:10][CH3:11])=[O:9])=[CH:6][C:5]=1[N+:14]([O-:16])=[O:15], predict the reaction product. The product is: [CH3:11][O:10][C:8](=[O:9])[C:7]1[CH:12]=[CH:13][C:4]([NH:2][CH3:1])=[C:5]([N+:14]([O-:16])=[O:15])[CH:6]=1. (2) Given the reactants [CH:1]1([CH2:7][C:8]([NH:10][C:11]2[CH:12]=[N:13][C:14]([OH:17])=[CH:15][CH:16]=2)=[O:9])[CH2:6][CH2:5][CH2:4][CH2:3][CH2:2]1.[CH3:18][N:19]([C:23]1[CH:28]=[CH:27][CH:26]=[CH:25][CH:24]=1)[C:20](Cl)=[O:21].N12CCN(CC1)CC2.O, predict the reaction product. The product is: [CH:1]1([CH2:7][C:8]([NH:10][C:11]2[CH:16]=[CH:15][C:14]([O:17][C:20](=[O:21])[N:19]([CH3:18])[C:23]3[CH:28]=[CH:27][CH:26]=[CH:25][CH:24]=3)=[N:13][CH:12]=2)=[O:9])[CH2:6][CH2:5][CH2:4][CH2:3][CH2:2]1. (3) Given the reactants [H-].[Na+].[F:3][CH:4]([F:7])[CH2:5][OH:6].C(Cl)Cl.Cl[C:12]1[N:20]=[C:19]([Cl:21])[CH:18]=[CH:17][C:13]=1[C:14]([OH:16])=[O:15], predict the reaction product. The product is: [Cl:21][C:19]1[CH:18]=[CH:17][C:13]([C:14]([OH:16])=[O:15])=[C:12]([O:6][CH2:5][CH:4]([F:7])[F:3])[N:20]=1. (4) Given the reactants Cl.Cl.[NH2:3][C:4]1[N:9]=[C:8]([CH2:10][CH2:11][C:12]2[CH:13]=[C:14]([NH:18][C:19]3[C:24]([F:25])=[CH:23][N:22]=[C:21](Cl)[N:20]=3)[CH:15]=[CH:16][CH:17]=2)[CH:7]=[CH:6][CH:5]=1.C(N(CC)CC)C.CC1(C)C2C=CC=C(P(C3C=CC=CC=3)C3C=CC=CC=3)C=2OC2C1=CC=CC=2P(C1C=CC=CC=1)C1C=CC=CC=1.C(=O)([O-])[O-].[Cs+].[Cs+], predict the reaction product. The product is: [F:25][C:24]1[CH:23]=[N:22][C:21]2[NH:3][C:4]3[CH:5]=[CH:6][CH:7]=[C:8]([N:9]=3)[CH2:10][CH2:11][C:12]3[CH:13]=[C:14]([NH:18][C:19]=1[N:20]=2)[CH:15]=[CH:16][CH:17]=3.